Task: Predict the reaction yield, written as a fraction of the theoretical maximum amount of product (1.0 means a 100% yield; for example, 0.34 means a 34% yield).. Dataset: Reaction yield outcomes from USPTO patents with 853,638 reactions (1) The reactants are [Br:1][C:2]1[CH:7]=[CH:6][C:5]([C:8]2[CH:16]=[CH:15][CH:14]=[C:13]3[C:9]=2[CH2:10][C:11](=[O:17])[NH:12]3)=[CH:4][CH:3]=1.[N:18]1([CH2:23][CH2:24][NH:25][C:26]([C:28]2[C:32]([CH3:33])=[C:31]([CH:34]=O)[NH:30][C:29]=2[CH3:36])=[O:27])[CH2:22][CH2:21][CH2:20][CH2:19]1. The catalyst is C(O)C.N1CCCCC1. The product is [N:18]1([CH2:23][CH2:24][NH:25][C:26]([C:28]2[C:32]([CH3:33])=[C:31]([CH:34]=[C:10]3[C:9]4[C:13](=[CH:14][CH:15]=[CH:16][C:8]=4[C:5]4[CH:4]=[CH:3][C:2]([Br:1])=[CH:7][CH:6]=4)[NH:12][C:11]3=[O:17])[NH:30][C:29]=2[CH3:36])=[O:27])[CH2:22][CH2:21][CH2:20][CH2:19]1. The yield is 0.470. (2) The reactants are Cl.[NH2:2][C:3]1[C:4]2[C:5]3[C:6](=[N:18][N:19]([CH2:21][C:22]4[C:27]([Cl:28])=[C:26]([O:29][CH3:30])[C:25]([CH3:31])=[CH:24][N:23]=4)[N:20]=2)[CH:7]=[C:8]([CH2:13][C:14]([NH:16][CH3:17])=[O:15])[C:9]=3[CH2:10][S:11][N:12]=1. The catalyst is O. The product is [NH2:2][C:3]1[C:4]2[C:5]3[C:6](=[N:18][N:19]([CH2:21][C:22]4[C:27]([Cl:28])=[C:26]([O:29][CH3:30])[C:25]([CH3:31])=[CH:24][N:23]=4)[N:20]=2)[CH:7]=[C:8]([CH2:13][C:14]([NH:16][CH3:17])=[O:15])[C:9]=3[CH2:10][S:11][N:12]=1. The yield is 0.840. (3) The reactants are [NH:1]1[CH:5]=[CH:4][N:3]=[C:2]1[NH:6][C:7]([C:9]1[C:17]2[NH:16][C:15]([NH2:18])=[N:14][C:13]=2[CH:12]=[CH:11][CH:10]=1)=[O:8].N1([C:24]([N:26]2[CH:30]=[CH:29][N:28]=[CH:27]2)=[O:25])C=CN=C1.C1C2[C:35](=[CH:36][CH:37]=[CH:38]C=2)[CH:34]=[C:33](N)N=1. The catalyst is CN(C=O)C. The product is [NH:3]1[CH:4]=[CH:5][N:1]=[C:2]1[NH:6][C:7]([C:9]1[C:17]2[N:16]=[C:15]([NH:18][C:24]([NH:26][C:27]3[N:28]=[CH:29][C:30]4[C:37]([CH:38]=3)=[CH:36][CH:35]=[CH:34][CH:33]=4)=[O:25])[NH:14][C:13]=2[CH:12]=[CH:11][CH:10]=1)=[O:8]. The yield is 0.200. (4) The reactants are [F:1][C:2]1[CH:7]=[CH:6][C:5]([C:8]2[C:12]3[C:13](=[O:17])[NH:14][CH2:15][CH2:16][C:11]=3[NH:10][C:9]=2[CH:18]=O)=[CH:4][CH:3]=1.[Cl:20][C:21]1[CH:22]=[C:23]2[C:27](=[CH:28][CH:29]=1)[NH:26][C:25](=[O:30])[CH2:24]2. No catalyst specified. The product is [Cl:20][C:21]1[CH:22]=[C:23]2[C:27](=[CH:28][CH:29]=1)[NH:26][C:25](=[O:30])[C:24]2=[CH:18][C:9]1[NH:10][C:11]2[CH2:16][CH2:15][NH:14][C:13](=[O:17])[C:12]=2[C:8]=1[C:5]1[CH:4]=[CH:3][C:2]([F:1])=[CH:7][CH:6]=1. The yield is 0.342. (5) The reactants are Cl[CH2:2][C:3]1[CH:4]=[C:5]([CH:17]=[CH:18][CH:19]=1)[O:6][C:7]1[CH:12]=[CH:11][C:10]([C:13]([F:16])([F:15])[F:14])=[CH:9][N:8]=1.[CH2:20]([O:22][P:23]([O:27]CC)[O:24][CH2:25][CH3:26])[CH3:21]. No catalyst specified. The product is [CH2:20]([O:22][P:23]([CH2:2][C:3]1[CH:19]=[CH:18][CH:17]=[C:5]([O:6][C:7]2[CH:12]=[CH:11][C:10]([C:13]([F:16])([F:15])[F:14])=[CH:9][N:8]=2)[CH:4]=1)(=[O:27])[O:24][CH2:25][CH3:26])[CH3:21]. The yield is 0.910. (6) The reactants are [BH4-].[Na+].[CH:3]([C@H:6]([CH2:12]/[CH:13]=[CH:14]/[CH2:15][C@H:16]([C:20](=[O:35])[C:21]1[CH:26]=[CH:25][C:24]([O:27][CH3:28])=[C:23]([O:29][CH2:30][CH2:31][CH2:32][O:33][CH3:34])[CH:22]=1)[CH:17]([CH3:19])[CH3:18])[C:7]([N:9]([CH3:11])[CH3:10])=[O:8])([CH3:5])[CH3:4].[Cl-].[NH4+].C(OCC)(=O)C. The catalyst is CO. The product is [OH:35][CH:20]([C:21]1[CH:26]=[CH:25][C:24]([O:27][CH3:28])=[C:23]([O:29][CH2:30][CH2:31][CH2:32][O:33][CH3:34])[CH:22]=1)[C@H:16]([CH:17]([CH3:19])[CH3:18])[CH2:15]/[CH:14]=[CH:13]/[CH2:12][C@@H:6]([CH:3]([CH3:5])[CH3:4])[C:7]([N:9]([CH3:11])[CH3:10])=[O:8]. The yield is 0.850.